Dataset: Full USPTO retrosynthesis dataset with 1.9M reactions from patents (1976-2016). Task: Predict the reactants needed to synthesize the given product. (1) The reactants are: [Cl:1][C:2]1[CH:3]=[C:4]2[C:8](=[CH:9][CH:10]=1)[NH:7][C:6](=[O:11])[C:5]2([NH:20][C@@H:21]([CH2:27][OH:28])[C:22]([N:24]([CH3:26])[CH3:25])=[O:23])[C:12]1[CH:17]=[CH:16][CH:15]=[CH:14][C:13]=1[O:18][CH3:19].[CH3:29][O:30][C:31]1[CH:36]=[CH:35][C:34]([S:37](Cl)(=[O:39])=[O:38])=[C:33]([O:41][C:42]([F:45])([F:44])[F:43])[CH:32]=1. Given the product [Cl:1][C:2]1[CH:3]=[C:4]2[C:8](=[CH:9][CH:10]=1)[N:7]([S:37]([C:34]1[CH:35]=[CH:36][C:31]([O:30][CH3:29])=[CH:32][C:33]=1[O:41][C:42]([F:43])([F:44])[F:45])(=[O:39])=[O:38])[C:6](=[O:11])[C:5]2([NH:20][C@@H:21]([CH2:27][OH:28])[C:22]([N:24]([CH3:25])[CH3:26])=[O:23])[C:12]1[CH:17]=[CH:16][CH:15]=[CH:14][C:13]=1[O:18][CH3:19], predict the reactants needed to synthesize it. (2) Given the product [CH3:15][N:5]1[C:6]2[CH:7]=[CH:11][CH:12]=[CH:13][C:14]=2[C:17](=[O:20])[C:9]([CH3:8])([CH3:2])[S:4]1(=[O:3])=[O:16], predict the reactants needed to synthesize it. The reactants are: I[CH3:2].[O:3]=[S:4]1(=[O:16])[CH2:9][C:8](=O)[C:7]2[CH:11]=[CH:12][CH:13]=[CH:14][C:6]=2[N:5]1[CH3:15].[C:17]([O-:20])([O-])=O.[K+].[K+].